This data is from Catalyst prediction with 721,799 reactions and 888 catalyst types from USPTO. The task is: Predict which catalyst facilitates the given reaction. (1) Reactant: [F:1][C:2]1[CH:3]=[C:4]([N+:9]([O-:11])=[O:10])[CH:5]=[CH:6][C:7]=1F.[N:12]1([CH2:18][CH2:19][OH:20])[CH2:17][CH2:16][NH:15][CH2:14][CH2:13]1. Product: [F:1][C:2]1[CH:3]=[C:4]([N+:9]([O-:11])=[O:10])[CH:5]=[CH:6][C:7]=1[N:15]1[CH2:16][CH2:17][N:12]([CH2:18][CH2:19][OH:20])[CH2:13][CH2:14]1. The catalyst class is: 10. (2) Reactant: [OH:1][C:2]1[CH:9]=[CH:8][CH:7]=[C:6]([O:10][CH3:11])[C:3]=1[CH:4]=[O:5].[CH2:12](Br)/[CH:13]=[C:14](/[CH2:16][CH2:17][CH:18]=[C:19]([CH3:21])[CH3:20])\[CH3:15].C(=O)([O-])[O-].[K+].[K+]. Product: [CH3:15]/[C:14](/[CH2:16][CH2:17][CH:18]=[C:19]([CH3:21])[CH3:20])=[CH:13]\[CH2:12][O:1][C:2]1[CH:9]=[CH:8][CH:7]=[C:6]([O:10][CH3:11])[C:3]=1[CH:4]=[O:5]. The catalyst class is: 3. (3) Reactant: [CH3:1][C:2]([O:9][C:10]1[CH:15]=[CH:14][CH:13]=[CH:12][C:11]=1[S:16]([CH3:19])(=[O:18])=[O:17])([CH3:8])[C:3]([O:5]CC)=[O:4].[OH-].[Na+].O. Product: [CH3:8][C:2]([O:9][C:10]1[CH:15]=[CH:14][CH:13]=[CH:12][C:11]=1[S:16]([CH3:19])(=[O:18])=[O:17])([CH3:1])[C:3]([OH:5])=[O:4]. The catalyst class is: 5. (4) Reactant: [CH2:1]([NH:8][C:9]1[N:17]=[CH:16][N:15]=[C:14]2[C:10]=1[N:11]=[C:12](S(C)(=O)=O)[N:13]2[C@@H:18]1[O:24][C@H:23]([CH2:25][OH:26])[C@@H:21]([OH:22])[C@H:19]1[OH:20])[C:2]1[CH:7]=[CH:6][CH:5]=[CH:4][CH:3]=1.[C-:31]#[N:32].[K+]. Product: [CH2:1]([NH:8][C:9]1[N:17]=[CH:16][N:15]=[C:14]2[C:10]=1[N:11]=[C:12]([C:31]#[N:32])[N:13]2[C@@H:18]1[O:24][C@H:23]([CH2:25][OH:26])[C@@H:21]([OH:22])[C@H:19]1[OH:20])[C:2]1[CH:7]=[CH:6][CH:5]=[CH:4][CH:3]=1. The catalyst class is: 3. (5) Reactant: [F:1][C:2]1[C:7]([F:8])=[C:6]([NH:9][NH2:10])[C:5]([F:11])=[C:4]([F:12])[C:3]=1[S:13]([NH2:16])(=[O:15])=[O:14].[CH:17](=O)[C:18]1[CH:23]=[CH:22][CH:21]=[CH:20][CH:19]=1. Product: [CH:17](=[N:10][NH:9][C:6]1[C:7]([F:8])=[C:2]([F:1])[C:3]([S:13]([NH2:16])(=[O:15])=[O:14])=[C:4]([F:12])[C:5]=1[F:11])[C:18]1[CH:23]=[CH:22][CH:21]=[CH:20][CH:19]=1. The catalyst class is: 5.